Dataset: Full USPTO retrosynthesis dataset with 1.9M reactions from patents (1976-2016). Task: Predict the reactants needed to synthesize the given product. (1) Given the product [Cl:8][C:5]1[CH:4]=[C:3]2[C:2](=[CH:7][CH:6]=1)[N:1]=[C:21]([CH:20]([CH2:26][CH3:27])[CH2:18][CH3:19])[C:22]([C:23]#[N:24])=[C:9]2[C:11]1[CH:16]=[CH:15][N:14]=[C:13]([CH3:17])[CH:12]=1, predict the reactants needed to synthesize it. The reactants are: [NH2:1][C:2]1[CH:7]=[CH:6][C:5]([Cl:8])=[CH:4][C:3]=1[C:9]([C:11]1[CH:16]=[CH:15][N:14]=[C:13]([CH3:17])[CH:12]=1)=O.[CH2:18]([CH:20]([CH2:26][CH3:27])[C:21](=O)[CH2:22][C:23]#[N:24])[CH3:19]. (2) Given the product [CH3:19][O:20][C:21](=[O:47])[C:22]1[CH:27]=[C:26]([CH3:28])[C:25]([Br:29])=[C:24]([S:30][CH2:31][C:32]2[CH:37]=[CH:36][CH:35]=[C:34]([Cl:38])[C:33]=2[OH:39])[CH:23]=1, predict the reactants needed to synthesize it. The reactants are: [F-].C([N+](CCCC)(CCCC)CCCC)CCC.[CH3:19][O:20][C:21](=[O:47])[C:22]1[CH:27]=[C:26]([CH3:28])[C:25]([Br:29])=[C:24]([S:30][CH2:31][C:32]2[CH:37]=[CH:36][CH:35]=[C:34]([Cl:38])[C:33]=2[O:39][Si](C(C)(C)C)(C)C)[CH:23]=1. (3) Given the product [CH3:1][C:2]1[CH:8]=[CH:7][CH:6]=[CH:5][C:3]=1[NH:4][N:9]=[C:21]([C:22](=[O:24])[CH3:23])[C:18](=[O:20])[CH3:19], predict the reactants needed to synthesize it. The reactants are: [CH3:1][C:2]1[CH:8]=[CH:7][CH:6]=[CH:5][C:3]=1[NH2:4].[N:9]([O-])=O.[Na+].C([O-])(=O)C.[Na+].[C:18]([CH2:21][C:22](=[O:24])[CH3:23])(=[O:20])[CH3:19]. (4) Given the product [F:26][C:23]([F:24])([F:25])[C:20]1[CH:19]=[CH:18][C:17]([C:9]([C:6]2[CH:7]=[CH:8][C:3]([C:2]([F:28])([F:1])[F:27])=[CH:4][CH:5]=2)=[C:10]2[CH2:15][CH2:14][NH:13][CH2:12][CH2:11]2)=[CH:22][CH:21]=1, predict the reactants needed to synthesize it. The reactants are: [F:1][C:2]([F:28])([F:27])[C:3]1[CH:8]=[CH:7][C:6]([C:9]([C:17]2[CH:22]=[CH:21][C:20]([C:23]([F:26])([F:25])[F:24])=[CH:19][CH:18]=2)(O)[CH:10]2[CH2:15][CH2:14][NH:13][CH2:12][CH2:11]2)=[CH:5][CH:4]=1. (5) Given the product [CH3:22][CH:23]1[N:24]([C:2]2[C:3]([C:16]3[CH:21]=[CH:20][CH:19]=[CH:18][CH:17]=3)=[N:4][C:5]3[C:10]([N:11]=2)=[CH:9][C:8]([C:12]([O:14][CH3:15])=[O:13])=[CH:7][CH:6]=3)[CH2:25][CH2:26][O:27][CH2:28]1, predict the reactants needed to synthesize it. The reactants are: Br[C:2]1[C:3]([C:16]2[CH:21]=[CH:20][CH:19]=[CH:18][CH:17]=2)=[N:4][C:5]2[C:10]([N:11]=1)=[CH:9][C:8]([C:12]([O:14][CH3:15])=[O:13])=[CH:7][CH:6]=2.[CH3:22][CH:23]1[CH2:28][O:27][CH2:26][CH2:25][NH:24]1.